Task: Predict the product of the given reaction.. Dataset: Forward reaction prediction with 1.9M reactions from USPTO patents (1976-2016) (1) Given the reactants C([O:8][C:9]1[CH:14]=[CH:13][C:12]([N:15]([C:65]2[CH:70]=[CH:69][CH:68]=[CH:67][CH:66]=2)[C:16]([C:18]2[C:26]3[C:21](=[CH:22][CH:23]=[CH:24][CH:25]=3)[N:20]([C:27]3[CH:53]=[CH:52][C:51]([NH:54][C:55](=[O:64])[CH2:56][S:57][C:58]4[CH:63]=[CH:62][CH:61]=[CH:60][CH:59]=4)=[CH:50][C:28]=3[C:29]([N:31]3[C@H:40]([CH2:41][NH:42]C(=O)OC(C)(C)C)[CH2:39][C:38]4[C:33](=[CH:34][CH:35]=[CH:36][CH:37]=4)[CH2:32]3)=[O:30])[CH:19]=2)=[O:17])=[CH:11][CH:10]=1)C1C=CC=CC=1.B(Cl)(Cl)Cl.CO.C(N(CC)CC)C, predict the reaction product. The product is: [NH2:42][CH2:41][C@@H:40]1[CH2:39][C:38]2[C:33](=[CH:34][CH:35]=[CH:36][CH:37]=2)[CH2:32][N:31]1[C:29]([C:28]1[CH:50]=[C:51]([NH:54][C:55](=[O:64])[CH2:56][S:57][C:58]2[CH:59]=[CH:60][CH:61]=[CH:62][CH:63]=2)[CH:52]=[CH:53][C:27]=1[N:20]1[C:21]2[C:26](=[CH:25][CH:24]=[CH:23][CH:22]=2)[C:18]([C:16]([N:15]([C:12]2[CH:11]=[CH:10][C:9]([OH:8])=[CH:14][CH:13]=2)[C:65]2[CH:66]=[CH:67][CH:68]=[CH:69][CH:70]=2)=[O:17])=[CH:19]1)=[O:30]. (2) The product is: [Cl:1][C:2]1[CH:7]=[C:6]([S:8][C:9]2[CH:10]=[CH:11][C:12]([F:15])=[CH:13][CH:14]=2)[CH:5]=[CH:4][C:3]=1/[CH:16]=[CH:17]/[C:18]([N:49]1[CH2:50][CH2:51][N:46]([C:44]([C:41]2[CH:42]=[CH:43][O:39][CH:40]=2)=[O:45])[CH2:47][CH2:48]1)=[O:20]. Given the reactants [Cl:1][C:2]1[CH:7]=[C:6]([S:8][C:9]2[CH:14]=[CH:13][C:12]([F:15])=[CH:11][CH:10]=2)[CH:5]=[CH:4][C:3]=1/[CH:16]=[CH:17]/[C:18]([OH:20])=O.C1C=CC2N(O)N=NC=2C=1.O.CN1CCOCC1.[O:39]1[CH:43]=[CH:42][C:41]([C:44]([N:46]2[CH2:51][CH2:50][NH:49][CH2:48][CH2:47]2)=[O:45])=[CH:40]1.CCN=C=NCCCN(C)C, predict the reaction product. (3) The product is: [CH3:30][N:31]1[CH:35]=[C:34]([C:2]2[CH:3]=[CH:4][C:5]([C:8]3[N:13]=[C:12]([C:14]4[CH:15]=[N:16][N:17]([CH2:19][O:20][CH2:21][CH2:22][Si:23]([CH3:25])([CH3:24])[CH3:26])[CH:18]=4)[N:11]4[CH:27]=[CH:28][N:29]=[C:10]4[CH:9]=3)=[CH:6][CH:7]=2)[CH:33]=[N:32]1. Given the reactants Br[C:2]1[CH:7]=[CH:6][C:5]([C:8]2[N:13]=[C:12]([C:14]3[CH:15]=[N:16][N:17]([CH2:19][O:20][CH2:21][CH2:22][Si:23]([CH3:26])([CH3:25])[CH3:24])[CH:18]=3)[N:11]3[CH:27]=[CH:28][N:29]=[C:10]3[CH:9]=2)=[CH:4][CH:3]=1.[CH3:30][N:31]1[CH:35]=[C:34](B2OC(C)(C)C(C)(C)O2)[CH:33]=[N:32]1.P([O-])([O-])([O-])=O.[K+].[K+].[K+].C1(P(C2CCCCC2)C2C=CC=CC=2C2C(C(C)C)=CC(C(C)C)=CC=2C(C)C)CCCCC1.O, predict the reaction product. (4) Given the reactants [Br:1][C:2]1[CH:7]=[CH:6][C:5]([N:8]2[C:12]3[CH:13]=[CH:14][CH:15]=[CH:16][C:11]=3[N:10]=[C:9]2Cl)=[CH:4][CH:3]=1.[CH:18]1([NH2:21])[CH2:20][CH2:19]1, predict the reaction product. The product is: [Br:1][C:2]1[CH:7]=[CH:6][C:5]([N:8]2[C:12]3[CH:13]=[CH:14][CH:15]=[CH:16][C:11]=3[N:10]=[C:9]2[NH:21][CH:18]2[CH2:20][CH2:19]2)=[CH:4][CH:3]=1. (5) Given the reactants [F:1][C:2]([F:33])([F:32])[C:3]1[CH:4]=[C:5]([C@H:13]([O:15][C@H:16]2[O:24][CH2:23][C@@H:19]3[CH2:20][NH:21][CH2:22][C@H:18]3[C@@H:17]2[C:25]2[CH:30]=[CH:29][CH:28]=[CH:27][C:26]=2[CH3:31])[CH3:14])[CH:6]=[C:7]([C:9]([F:12])([F:11])[F:10])[CH:8]=1.[C:34](OC(=O)C)(=[O:36])[CH3:35], predict the reaction product. The product is: [C:34]([N:21]1[CH2:22][C@H:18]2[C@H:17]([C:25]3[CH:30]=[CH:29][CH:28]=[CH:27][C:26]=3[CH3:31])[C@@H:16]([O:15][C@@H:13]([C:5]3[CH:6]=[C:7]([C:9]([F:10])([F:11])[F:12])[CH:8]=[C:3]([C:2]([F:1])([F:32])[F:33])[CH:4]=3)[CH3:14])[O:24][CH2:23][C@@H:19]2[CH2:20]1)(=[O:36])[CH3:35]. (6) Given the reactants Br[C:2]1[CH:7]=[C:6]([F:8])[CH:5]=[CH:4][C:3]=1[S:9]([N:12]1[CH2:17][CH2:16][N:15]([CH2:18][C:19]2[CH:24]=[CH:23][C:22]([O:25][CH3:26])=[CH:21][CH:20]=2)[CH2:14][CH2:13]1)(=[O:11])=[O:10].[N:27]1[CH:32]=[CH:31][C:30](B(O)O)=[CH:29][CH:28]=1.C(=O)([O-])[O-].[Na+].[Na+].COCCOC, predict the reaction product. The product is: [F:8][C:6]1[CH:5]=[CH:4][C:3]([S:9]([N:12]2[CH2:17][CH2:16][N:15]([CH2:18][C:19]3[CH:24]=[CH:23][C:22]([O:25][CH3:26])=[CH:21][CH:20]=3)[CH2:14][CH2:13]2)(=[O:11])=[O:10])=[C:2]([C:30]2[CH:31]=[CH:32][N:27]=[CH:28][CH:29]=2)[CH:7]=1. (7) Given the reactants [CH3:1][C:2]([CH3:20])([CH2:18][CH3:19])[C:3](=[O:17])[C:4]([N:6]1[CH2:10][CH2:9][CH2:8][CH:7]1[C:11](=[O:16])[CH2:12][CH2:13][CH:14]=[CH2:15])=[O:5].[CH2:21]([O:28][C:29]1[CH:34]=[CH:33][C:32](Br)=[CH:31][CH:30]=1)[C:22]1[CH:27]=[CH:26][CH:25]=[CH:24][CH:23]=1.C1(C)C=CC=CC=1P(C1C=CC=CC=1C)C1C=CC=CC=1C, predict the reaction product. The product is: [CH3:1][C:2]([CH3:20])([CH2:18][CH3:19])[C:3](=[O:17])[C:4]([N:6]1[CH2:10][CH2:9][CH2:8][CH:7]1[C:11](=[O:16])[CH2:12][CH2:13][CH:14]=[CH:15][C:32]1[CH:33]=[CH:34][C:29]([O:28][CH2:21][C:22]2[CH:27]=[CH:26][CH:25]=[CH:24][CH:23]=2)=[CH:30][CH:31]=1)=[O:5]. (8) The product is: [CH3:25][C:10]1[C:11]([C:20]2[O:3][N:4]=[C:5]([CH3:6])[N:7]=2)=[N:12][N:13]([C:14]2[CH:15]=[CH:16][CH:17]=[CH:18][CH:19]=2)[C:9]=1[NH2:8]. Given the reactants [H-].[Na+].[OH:3][NH:4][C:5](=[NH:7])[CH3:6].[NH2:8][C:9]1[N:13]([C:14]2[CH:19]=[CH:18][CH:17]=[CH:16][CH:15]=2)[N:12]=[C:11]([C:20](OCC)=O)[C:10]=1[CH3:25], predict the reaction product. (9) Given the reactants C[O:2][C:3]1[C:8]([N+:9]([O-:11])=[O:10])=[CH:7][N:6]=[C:5]([N:12]2[CH2:17][CH2:16][N:15]([CH3:18])[CH2:14][CH2:13]2)[CH:4]=1.Br, predict the reaction product. The product is: [CH3:18][N:15]1[CH2:16][CH2:17][N:12]([C:5]2[CH:4]=[C:3]([OH:2])[C:8]([N+:9]([O-:11])=[O:10])=[CH:7][N:6]=2)[CH2:13][CH2:14]1. (10) Given the reactants [Br:1][CH2:2][CH2:3][CH2:4][O:5][C:6]1[CH:48]=[CH:47][C:9]([CH2:10][NH:11][C:12]2[N:17]=[C:16]([O:18][CH2:19][C:20]([F:23])([F:22])[F:21])[N:15]=[C:14]([NH:24][C:25]3[CH:46]=[CH:45][C:28]([C:29]([NH:31][CH2:32][C:33]([CH3:44])([CH3:43])[CH2:34][NH:35]C(=O)OC(C)(C)C)=[O:30])=[CH:27][CH:26]=3)[CH:13]=2)=[CH:8][CH:7]=1, predict the reaction product. The product is: [NH2:35][CH2:34][C:33]([CH3:44])([CH3:43])[CH2:32][NH:31][C:29](=[O:30])[C:28]1[CH:45]=[CH:46][C:25]([NH:24][C:14]2[CH:13]=[C:12]([NH:11][CH2:10][C:9]3[CH:47]=[CH:48][C:6]([O:5][CH2:4][CH2:3][CH2:2][Br:1])=[CH:7][CH:8]=3)[N:17]=[C:16]([O:18][CH2:19][C:20]([F:23])([F:21])[F:22])[N:15]=2)=[CH:26][CH:27]=1.